Task: Predict the product of the given reaction.. Dataset: Forward reaction prediction with 1.9M reactions from USPTO patents (1976-2016) The product is: [Cl:65][C:10]1[CH:9]=[CH:38][CH:37]=[CH:36][C:11]=1[O:12][C:13]1[CH:14]=[C:15]2[C:19](=[CH:20][CH:21]=1)[N:18]([C:22]1[CH:23]=[CH:24][C:25]([O:28][CH:29]([CH3:31])[CH3:30])=[CH:26][CH:27]=1)[C:17]([CH2:32][C:33]([OH:35])=[O:34])=[CH:16]2. Given the reactants C([NH+](CC)CC)C.Cl[C:9]1[CH:10]=[C:11]([CH:36]=[CH:37][CH:38]=1)[O:12][C:13]1[CH:14]=[C:15]2[C:19](=[CH:20][CH:21]=1)[N:18]([C:22]1[CH:27]=[CH:26][C:25]([O:28][CH:29]([CH3:31])[CH3:30])=[CH:24][CH:23]=1)[C:17]([CH2:32][C:33]([O-:35])=[O:34])=[CH:16]2.C(OC(=O)CC1N(C2C=CC(OC(C)C)=CC=2)C2C(C=1)=CC(O)=CC=2)C.[Cl:65]C1C=CC=CC=1B(O)O, predict the reaction product.